Dataset: Forward reaction prediction with 1.9M reactions from USPTO patents (1976-2016). Task: Predict the product of the given reaction. (1) Given the reactants [OH:1][CH2:2][CH2:3][CH2:4][CH2:5][CH2:6][CH2:7][Br:8].[C:9]1([P:15]([C:22]2[CH:27]=[CH:26][CH:25]=[CH:24][CH:23]=2)[C:16]2[CH:21]=[CH:20][CH:19]=[CH:18][CH:17]=2)[CH:14]=[CH:13][CH:12]=[CH:11][CH:10]=1, predict the reaction product. The product is: [Br-:8].[OH:1][CH2:2][CH2:3][CH2:4][CH2:5][CH2:6][CH2:7][P+:15]([C:16]1[CH:17]=[CH:18][CH:19]=[CH:20][CH:21]=1)([C:22]1[CH:27]=[CH:26][CH:25]=[CH:24][CH:23]=1)[C:9]1[CH:10]=[CH:11][CH:12]=[CH:13][CH:14]=1. (2) Given the reactants [CH3:1][O:2][C:3]1[CH:4]=[C:5]2[C:10](=[CH:11][C:12]=1[O:13][CH3:14])[N:9]=[CH:8][CH:7]=[C:6]2[O:15][C:16]1[CH:21]=[CH:20][C:19]([NH:22][C:23](=O)[CH2:24][O:25][C:26]2[CH:31]=[CH:30][CH:29]=[CH:28][C:27]=2[OH:32])=[CH:18][CH:17]=1.Cl.[OH-].[Na+], predict the reaction product. The product is: [CH3:1][O:2][C:3]1[CH:4]=[C:5]2[C:10](=[CH:11][C:12]=1[O:13][CH3:14])[N:9]=[CH:8][CH:7]=[C:6]2[O:15][C:16]1[CH:17]=[CH:18][C:19]([NH:22][CH2:23][CH2:24][O:25][C:26]2[CH:31]=[CH:30][CH:29]=[CH:28][C:27]=2[OH:32])=[CH:20][CH:21]=1. (3) Given the reactants [CH3:1][O:2][C:3]1[CH:9]=[CH:8][C:7]([C:10]([F:13])([F:12])[F:11])=[CH:6][C:4]=1[NH2:5].[Br:14]N1C(=O)CCC1=O.S(=O)(O)[O-].[Na+].C(OCC)(=O)C, predict the reaction product. The product is: [Br:14][C:6]1[C:7]([C:10]([F:11])([F:12])[F:13])=[CH:8][CH:9]=[C:3]([O:2][CH3:1])[C:4]=1[NH2:5].